From a dataset of Forward reaction prediction with 1.9M reactions from USPTO patents (1976-2016). Predict the product of the given reaction. Given the reactants [CH3:1][N:2]1[C:11]2[C:6](=[CH:7][C:8]([C:18]#[N:19])=[C:9]([C:12]3[CH:13]=[N:14][N:15]([CH3:17])[CH:16]=3)[CH:10]=2)[N:5]([C:20]2[C:24]3[CH2:25][NH:26][CH2:27][CH2:28][C:23]=3[N:22]([CH:29]3[CH2:34][CH2:33][O:32][CH2:31][CH2:30]3)[N:21]=2)[CH2:4][CH2:3]1.C(N(CC)CC)C.[C:42](OC(=O)C)(=[O:44])[CH3:43], predict the reaction product. The product is: [C:42]([N:26]1[CH2:27][CH2:28][C:23]2[N:22]([CH:29]3[CH2:34][CH2:33][O:32][CH2:31][CH2:30]3)[N:21]=[C:20]([N:5]3[C:6]4[C:11](=[CH:10][C:9]([C:12]5[CH:13]=[N:14][N:15]([CH3:17])[CH:16]=5)=[C:8]([C:18]#[N:19])[CH:7]=4)[N:2]([CH3:1])[CH2:3][CH2:4]3)[C:24]=2[CH2:25]1)(=[O:44])[CH3:43].